Dataset: Reaction yield outcomes from USPTO patents with 853,638 reactions. Task: Predict the reaction yield, written as a fraction of the theoretical maximum amount of product (1.0 means a 100% yield; for example, 0.34 means a 34% yield). (1) The reactants are [C:1]1([C:26]2[CH:31]=[CH:30][CH:29]=[CH:28][CH:27]=2)[CH:6]=[CH:5][C:4]([C:7]2[O:8][C:9]([CH3:25])=[C:10]([CH2:12][CH2:13][O:14]S(C3C=CC(C)=CC=3)(=O)=O)[N:11]=2)=[CH:3][CH:2]=1.C([O:34][C:35](=[O:57])[C:36]([CH3:56])([O:45][C:46]1[CH:51]=[CH:50][C:49]([C:52]([CH3:55])([CH3:54])[CH3:53])=[CH:48][CH:47]=1)[CH2:37][C:38]1[CH:43]=[CH:42][C:41](O)=[CH:40][CH:39]=1)C. The catalyst is C(O)C. The product is [C:1]1([C:26]2[CH:31]=[CH:30][CH:29]=[CH:28][CH:27]=2)[CH:2]=[CH:3][C:4]([C:7]2[O:8][C:9]([CH3:25])=[C:10]([CH2:12][CH2:13][O:14][C:41]3[CH:40]=[CH:39][C:38]([CH2:37][C:36]([CH3:56])([O:45][C:46]4[CH:51]=[CH:50][C:49]([C:52]([CH3:55])([CH3:54])[CH3:53])=[CH:48][CH:47]=4)[C:35]([OH:57])=[O:34])=[CH:43][CH:42]=3)[N:11]=2)=[CH:5][CH:6]=1. The yield is 0.220. (2) The reactants are [CH2:1]([O:8][C:9]1[CH:17]=[CH:16][C:12]([C:13](O)=[O:14])=[CH:11][C:10]=1[C:18]([NH:20][C:21]1[CH:26]=[C:25]([C:27]([F:30])([F:29])[F:28])[CH:24]=[C:23]([C:31]([F:34])([F:33])[F:32])[CH:22]=1)=[O:19])[C:2]1[CH:7]=[CH:6][CH:5]=[CH:4][CH:3]=1.[CH2:35]([CH:42]1[CH2:47][CH2:46][NH:45][CH2:44][CH2:43]1)[C:36]1[CH:41]=[CH:40][CH:39]=[CH:38][CH:37]=1. No catalyst specified. The product is [CH2:1]([O:8][C:9]1[CH:17]=[CH:16][C:12]([C:13]([N:45]2[CH2:46][CH2:47][CH:42]([CH2:35][C:36]3[CH:41]=[CH:40][CH:39]=[CH:38][CH:37]=3)[CH2:43][CH2:44]2)=[O:14])=[CH:11][C:10]=1[C:18]([NH:20][C:21]1[CH:22]=[C:23]([C:31]([F:34])([F:32])[F:33])[CH:24]=[C:25]([C:27]([F:28])([F:30])[F:29])[CH:26]=1)=[O:19])[C:2]1[CH:3]=[CH:4][CH:5]=[CH:6][CH:7]=1. The yield is 0.767. (3) The reactants are [C:1]([C:5]1[CH:9]=[C:8]([C:10](OCC)=[O:11])[NH:7][N:6]=1)([CH3:4])([CH3:3])[CH3:2].[H-].[Al+3].[Li+].[H-].[H-].[H-].O.O.O.O.O.O.O.O.O.O.S([O-])([O-])(=O)=O.[Na+].[Na+]. The catalyst is O1CCCC1. The product is [C:1]([C:5]1[CH:9]=[C:8]([CH:10]=[O:11])[NH:7][N:6]=1)([CH3:4])([CH3:2])[CH3:3]. The yield is 0.690. (4) The reactants are [Cl-].O[NH3+:3].[C:4](=[O:7])([O-])[OH:5].[Na+].CS(C)=O.[CH3:13][C:14]1([CH3:51])[CH2:18][C:17]2[CH:19]=[CH:20][CH:21]=[C:22]([O:23][C:24]3[C:29](=[O:30])[N:28]([CH2:31][C:32]4[CH:37]=[CH:36][C:35]([C:38]5[C:39]([C:44]#[N:45])=[CH:40][CH:41]=[CH:42][CH:43]=5)=[CH:34][CH:33]=4)[C:27]([CH2:46][CH2:47][CH3:48])=[N:26][C:25]=3[CH2:49][CH3:50])[C:16]=2[O:15]1. The catalyst is C(OCC)(=O)C. The product is [CH3:51][C:14]1([CH3:13])[CH2:18][C:17]2[CH:19]=[CH:20][CH:21]=[C:22]([O:23][C:24]3[C:29](=[O:30])[N:28]([CH2:31][C:32]4[CH:37]=[CH:36][C:35]([C:38]5[CH:43]=[CH:42][CH:41]=[CH:40][C:39]=5[C:44]5[NH:3][C:4](=[O:7])[O:5][N:45]=5)=[CH:34][CH:33]=4)[C:27]([CH2:46][CH2:47][CH3:48])=[N:26][C:25]=3[CH2:49][CH3:50])[C:16]=2[O:15]1. The yield is 0.490. (5) The reactants are Br[C:2]1[CH:7]=[CH:6][C:5]([CH2:8][C@H:9]([O:14][CH2:15][CH2:16][CH3:17])[C:10]([O:12][CH3:13])=[O:11])=[CH:4][CH:3]=1.[CH3:18][NH:19][C:20]1[CH:25]=[CH:24][CH:23]=[C:22](B2OC(C)(C)C(C)(C)O2)[CH:21]=1.P([O-])([O-])([O-])=O.[K+].[K+].[K+].O. The yield is 0.700. The catalyst is CN(C)C=O.C1C=CC([P]([Pd]([P](C2C=CC=CC=2)(C2C=CC=CC=2)C2C=CC=CC=2)([P](C2C=CC=CC=2)(C2C=CC=CC=2)C2C=CC=CC=2)[P](C2C=CC=CC=2)(C2C=CC=CC=2)C2C=CC=CC=2)(C2C=CC=CC=2)C2C=CC=CC=2)=CC=1. The product is [CH2:15]([O:14][C@@H:9]([CH2:8][C:5]1[CH:6]=[CH:7][C:2]([C:22]2[CH:23]=[CH:24][CH:25]=[C:20]([NH:19][CH3:18])[CH:21]=2)=[CH:3][CH:4]=1)[C:10]([O:12][CH3:13])=[O:11])[CH2:16][CH3:17].